From a dataset of Forward reaction prediction with 1.9M reactions from USPTO patents (1976-2016). Predict the product of the given reaction. Given the reactants [F:1][C:2]1[C:3]([CH3:38])=[C:4]([CH:35]=[CH:36][CH:37]=1)[O:5][C:6]1[C:7]([C:23]([NH:25]CC2C=CC(OC)=CC=2)=[O:24])=[C:8]([NH:14][C:15]2[CH:20]=[CH:19][C:18]([I:21])=[CH:17][C:16]=2[F:22])[N:9]([CH3:13])[C:10](=[O:12])[CH:11]=1.[Cl-].[Al+3].[Cl-].[Cl-].O.Cl, predict the reaction product. The product is: [F:1][C:2]1[C:3]([CH3:38])=[C:4]([CH:35]=[CH:36][CH:37]=1)[O:5][C:6]1[C:7]([C:23]([NH2:25])=[O:24])=[C:8]([NH:14][C:15]2[CH:20]=[CH:19][C:18]([I:21])=[CH:17][C:16]=2[F:22])[N:9]([CH3:13])[C:10](=[O:12])[CH:11]=1.